From a dataset of Forward reaction prediction with 1.9M reactions from USPTO patents (1976-2016). Predict the product of the given reaction. (1) Given the reactants BrC1SC2N=C(C3SC=C(C)N=3)N=C(N)C=2C=1.[CH3:18][C:19]1[N:20]=[C:21]([C:24]2[N:25]=[C:26]([NH2:41])[C:27]3[CH:32]=[C:31]([C:33]([C:35]4[CH:40]=[CH:39][CH:38]=[CH:37][CH:36]=4)=C)[S:30][C:28]=3[N:29]=2)[S:22][CH:23]=1.BrC1SC2N=C(C3OC(C)=CC=3)N=C(N)C=2C=1, predict the reaction product. The product is: [CH2:33]([C:31]1[S:30][C:28]2[N:29]=[C:24]([C:21]3[S:22][CH:23]=[C:19]([CH3:18])[N:20]=3)[N:25]=[C:26]([NH2:41])[C:27]=2[CH:32]=1)[C:35]1[CH:36]=[CH:37][CH:38]=[CH:39][CH:40]=1. (2) The product is: [C:16]([O:15][C:13](=[O:14])[NH:11][C:9]1[CH:10]=[C:5]([C:1]([CH3:4])([CH3:3])[CH3:2])[CH:6]=[CH:7][C:8]=1[CH3:12])([CH3:19])([CH3:18])[CH3:17]. Given the reactants [C:1]([C:5]1[CH:6]=[CH:7][C:8]([CH3:12])=[C:9]([NH2:11])[CH:10]=1)([CH3:4])([CH3:3])[CH3:2].[C:13](O[C:13]([O:15][C:16]([CH3:19])([CH3:18])[CH3:17])=[O:14])([O:15][C:16]([CH3:19])([CH3:18])[CH3:17])=[O:14], predict the reaction product. (3) Given the reactants [Cl:1][C:2]1[N:7]=[CH:6][C:5]2[C@:8]3([C@H:34]([CH2:35][C:36]([CH3:39])([CH3:38])[CH3:37])[N:17]4[C@H:18]([CH3:33])[N:19]([C:22]5[CH:30]=[CH:29][C:25]([C:26]([NH2:28])=[O:27])=[CH:24][C:23]=5[O:31][CH3:32])[C:20](=[O:21])[C@H:16]4[C@@H:15]3[C:40]3[CH:45]=[CH:44][CH:43]=[C:42]([Cl:46])[C:41]=3[F:47])[C:9](=[O:14])[N:10](C(O)C)[C:4]=2[CH:3]=1.CCO.[OH-].[Na+], predict the reaction product. The product is: [Cl:1][C:2]1[N:7]=[CH:6][C:5]2[C@:8]3([C@H:34]([CH2:35][C:36]([CH3:39])([CH3:37])[CH3:38])[N:17]4[C@H:18]([CH3:33])[N:19]([C:22]5[CH:30]=[CH:29][C:25]([C:26]([NH2:28])=[O:27])=[CH:24][C:23]=5[O:31][CH3:32])[C:20](=[O:21])[C@H:16]4[C@@H:15]3[C:40]3[CH:45]=[CH:44][CH:43]=[C:42]([Cl:46])[C:41]=3[F:47])[C:9](=[O:14])[NH:10][C:4]=2[CH:3]=1. (4) Given the reactants [C:1]1([CH:11]=O)[C:10]2[C:5](=[CH:6][CH:7]=[CH:8][CH:9]=2)[CH:4]=[CH:3][CH:2]=1.[C:13]([C:16]1[S:17][CH:18]=[CH:19][CH:20]=1)(=[O:15])[CH3:14].[OH-].[Na+].CCCCCC.C(OCC)(=O)C, predict the reaction product. The product is: [C:1]1([CH:11]=[CH:14][C:13]([C:16]2[S:17][CH:18]=[CH:19][CH:20]=2)=[O:15])[C:10]2[C:5](=[CH:6][CH:7]=[CH:8][CH:9]=2)[CH:4]=[CH:3][CH:2]=1. (5) The product is: [Cl:1][C:2]1[C:3]([N+:19]([O-:21])=[O:20])=[CH:4][C:5]([CH3:18])=[C:6]([CH:17]=1)[O:7][C:8]1[CH:13]=[CH:12][N:11]=[C:10]2[NH:14][N:15]=[C:16]([I:24])[C:9]=12. Given the reactants [Cl:1][C:2]1[C:3]([N+:19]([O-:21])=[O:20])=[CH:4][C:5]([CH3:18])=[C:6]([CH:17]=1)[O:7][C:8]1[CH:13]=[CH:12][N:11]=[C:10]2[NH:14][N:15]=[CH:16][C:9]=12.[OH-].[K+].[I:24]I, predict the reaction product. (6) Given the reactants [Cl:1][C:2]1[CH:35]=[CH:34][CH:33]=[C:32]([F:36])[C:3]=1[CH2:4][N:5]1[C:13]2[C:12](=[O:14])[N:11]([CH2:15][CH3:16])[C:10](=[O:17])[N:9]([CH2:18][C:19]([O:21]C(C)(C)C)=[O:20])[C:8]=2[N:7]=[C:6]1[N:26]1[CH2:31][CH2:30][CH2:29][CH2:28][CH2:27]1.C(O)(C(F)(F)F)=O, predict the reaction product. The product is: [Cl:1][C:2]1[CH:35]=[CH:34][CH:33]=[C:32]([F:36])[C:3]=1[CH2:4][N:5]1[C:13]2[C:12](=[O:14])[N:11]([CH2:15][CH3:16])[C:10](=[O:17])[N:9]([CH2:18][C:19]([OH:21])=[O:20])[C:8]=2[N:7]=[C:6]1[N:26]1[CH2:27][CH2:28][CH2:29][CH2:30][CH2:31]1. (7) Given the reactants [CH3:1][C@H:2]([CH:6]=[CH2:7])[C:3](O)=[O:4].[CH3:8][O:9][C:10](=[O:37])[NH:11][C:12]1[CH:17]=[CH:16][C:15]([C:18]2[CH:23]=[CH:22][N:21]=[C:20]([C@@H:24]([NH:28][C:29]([O:31][C:32]([CH3:35])([CH3:34])[CH3:33])=[O:30])[CH2:25][CH:26]=[CH2:27])[CH:19]=2)=[C:14]([NH2:36])[CH:13]=1.N1C=CC=CC=1.C(P1(=O)OP(CCC)(=O)OP(CCC)(=O)O1)CC, predict the reaction product. The product is: [C:32]([O:31][C:29]([NH:28][C@H:24]([C:20]1[CH:19]=[C:18]([C:15]2[CH:16]=[CH:17][C:12]([NH:11][C:10](=[O:37])[O:9][CH3:8])=[CH:13][C:14]=2[NH:36][C:3](=[O:4])[C@H:2]([CH3:1])[CH:6]=[CH2:7])[CH:23]=[CH:22][N:21]=1)[CH2:25][CH:26]=[CH2:27])=[O:30])([CH3:34])([CH3:33])[CH3:35]. (8) Given the reactants [CH:1]([Mg]Br)=[CH2:2].[N:5]1[C:14]2[C:9](=[CH:10][CH:11]=[CH:12][CH:13]=2)[CH:8]=[CH:7][CH:6]=1.[Cl:15][C:16]1[CH:24]=[CH:23][C:19]([C:20](Cl)=[O:21])=[CH:18][CH:17]=1, predict the reaction product. The product is: [Cl:15][C:16]1[CH:24]=[CH:23][C:19]([C:20]([N:5]2[C:14]3[C:9](=[CH:10][CH:11]=[CH:12][CH:13]=3)[CH:8]=[CH:7][CH:6]2[CH:1]=[CH2:2])=[O:21])=[CH:18][CH:17]=1. (9) The product is: [Cl:1][C:2]1[CH:3]=[C:4]([CH:33]=[C:34]([C:36]([F:37])([F:38])[F:39])[CH:35]=1)[C:5]([N:7]([CH2:9][C@H:10]([C:26]1[CH:31]=[CH:30][C:29]([F:32])=[CH:28][CH:27]=1)[CH2:11][CH2:12][N:13]1[CH2:16][CH:15]([N:17]2[CH2:18][CH2:19][N:20]3[C:23](=[O:25])[CH2:24][CH2:40][C@H:21]3[CH2:22]2)[CH2:14]1)[CH3:8])=[O:6]. Given the reactants [Cl:1][C:2]1[CH:3]=[C:4]([CH:33]=[C:34]([C:36]([F:39])([F:38])[F:37])[CH:35]=1)[C:5]([N:7]([CH2:9][C@H:10]([C:26]1[CH:31]=[CH:30][C:29]([F:32])=[CH:28][CH:27]=1)[CH2:11][CH2:12][N:13]1[CH2:16][CH:15]([N:17]2[CH2:22][CH2:21][N:20]([C:23](=[O:25])[CH3:24])[CH2:19][CH2:18]2)[CH2:14]1)[CH3:8])=[O:6].[CH2:40](N(CC)CC)C.N1CC(N2CCN3C(=O)CC[C@H]3C2)C1.O, predict the reaction product.